Dataset: Full USPTO retrosynthesis dataset with 1.9M reactions from patents (1976-2016). Task: Predict the reactants needed to synthesize the given product. (1) Given the product [C:1]([C:4]1[N:9]=[C:8]([CH:10]2[CH2:11][CH2:12][N:13]([C:16]([O:18][C:19]([CH3:22])([CH3:21])[CH3:20])=[O:17])[CH2:14][CH2:15]2)[CH:7]=[CH:6][CH:5]=1)(=[O:3])[NH2:2], predict the reactants needed to synthesize it. The reactants are: [C:1]([C:4]1[N:9]=[C:8]([C:10]2[CH2:15][CH2:14][N:13]([C:16]([O:18][C:19]([CH3:22])([CH3:21])[CH3:20])=[O:17])[CH2:12][CH:11]=2)[CH:7]=[CH:6][CH:5]=1)(=[O:3])[NH2:2]. (2) Given the product [C:18]([O-:20])(=[O:19])[CH2:17][CH2:16][CH2:15][CH2:14][CH2:13][CH2:12][CH2:11][CH2:10][CH2:9][CH2:8][CH2:7][CH2:6][CH2:5][CH2:4][CH2:3][CH2:2][CH3:1].[Zn+2:22].[C:18]([O-:20])(=[O:19])[CH2:17][CH2:16][CH2:15][CH2:14][CH2:13][CH2:12][CH2:11][CH2:10][CH2:9][CH2:8][CH2:7][CH2:6][CH2:5][CH2:4][CH2:3][CH2:2][CH3:1], predict the reactants needed to synthesize it. The reactants are: [CH3:1][CH2:2][CH2:3][CH2:4][CH2:5][CH2:6][CH2:7][CH2:8][CH2:9][CH2:10][CH2:11][CH2:12][CH2:13][CH2:14][CH2:15][CH2:16][CH2:17][C:18]([OH:20])=[O:19].[OH-].[Zn+2:22].[OH-]. (3) The reactants are: [Cl:1][C:2]1[S:6][C:5]([S:7]([NH:10][C:11]2[CH:19]=[CH:18][C:14]([C:15]([OH:17])=[O:16])=[C:13]([OH:20])[CH:12]=2)(=[O:9])=[O:8])=[CH:4][C:3]=1[C:21]1[CH:22]=[CH:23][C:24]2[O:28][CH2:27][CH2:26][C:25]=2[CH:29]=1.C(N1C=CN=C1)(N1C=CN=C1)=O.N1C=CC=CC=1.[CH3:48][O:49][CH2:50][CH2:51]O. Given the product [Cl:1][C:2]1[S:6][C:5]([S:7]([NH:10][C:11]2[CH:19]=[CH:18][C:14]([C:15]([O:17][CH2:51][CH2:50][O:49][CH3:48])=[O:16])=[C:13]([OH:20])[CH:12]=2)(=[O:8])=[O:9])=[CH:4][C:3]=1[C:21]1[CH:22]=[CH:23][C:24]2[O:28][CH2:27][CH2:26][C:25]=2[CH:29]=1, predict the reactants needed to synthesize it. (4) Given the product [F:16][C:17]1[CH:22]=[CH:21][CH:20]=[CH:19][C:18]=1[C:23]1[N:24]=[CH:25][N:26]=[C:27]([N:29]2[CH2:30][CH2:31][N:32]([C:8]([NH:7][C:3]3[N:2]=[N:1][CH:6]=[CH:5][CH:4]=3)=[O:15])[CH2:33][CH2:34]2)[CH:28]=1, predict the reactants needed to synthesize it. The reactants are: [N:1]1[CH:6]=[CH:5][CH:4]=[C:3]([NH:7][C:8](=[O:15])OCC(Cl)(Cl)Cl)[N:2]=1.[F:16][C:17]1[CH:22]=[CH:21][CH:20]=[CH:19][C:18]=1[C:23]1[CH:28]=[C:27]([N:29]2[CH2:34][CH2:33][NH:32][CH2:31][CH2:30]2)[N:26]=[CH:25][N:24]=1. (5) Given the product [CH2:8]1[C:9]2([CH2:15][CH2:14][CH2:13][CH2:12]2)[CH:10]=[N:11][N:7]1[C:5](=[N:6][S:26]([C:23]1[CH:22]=[CH:21][C:20]([NH:19][C:16](=[O:18])[CH3:17])=[CH:25][CH:24]=1)(=[O:28])=[O:27])[NH:4][CH2:2][CH3:3], predict the reactants needed to synthesize it. The reactants are: Cl.[CH2:2]([NH:4][C:5]([N:7]1[N:11]=[CH:10][C:9]2([CH2:15][CH2:14][CH2:13][CH2:12]2)[CH2:8]1)=[NH:6])[CH3:3].[C:16]([NH:19][C:20]1[CH:25]=[CH:24][C:23]([S:26](Cl)(=[O:28])=[O:27])=[CH:22][CH:21]=1)(=[O:18])[CH3:17].C(N(CC)CC)C. (6) Given the product [CH3:48][O:49][CH2:50][N:1]([CH2:33][O:32][CH3:30])[C:2]1[CH:7]=[CH:6][N:5]2[N:8]=[C:9]([C:21]3[CH:22]=[CH:23][CH:24]=[CH:25][CH:26]=3)[C:10]([C:11]3[CH:12]=[CH:13][C:14](=[O:20])[N:15]([CH:17]([CH3:19])[CH3:18])[N:16]=3)=[C:4]2[CH:3]=1, predict the reactants needed to synthesize it. The reactants are: [NH2:1][C:2]1[CH:7]=[CH:6][N:5]2[N:8]=[C:9]([C:21]3[CH:26]=[CH:25][CH:24]=[CH:23][CH:22]=3)[C:10]([C:11]3[CH:12]=[CH:13][C:14](=[O:20])[N:15]([CH:17]([CH3:19])[CH3:18])[N:16]=3)=[C:4]2[CH:3]=1.C=O.C[C:30]([OH:32])=O.[C:33](O[BH-](OC(=O)C)OC(=O)C)(=O)C.[Na+].C[CH2:48][O:49][C:50](C)=O. (7) Given the product [NH2:16][CH2:17][C@H:18]([C:22]1[CH:23]=[CH:24][C:25]([F:28])=[CH:26][CH:27]=1)[CH2:19][CH2:20][OH:21], predict the reactants needed to synthesize it. The reactants are: C(OC(=O)[C@@H](C1C=CC=CC=1)O)(=O)C.O.[NH2:16][CH2:17][CH:18]([C:22]1[CH:27]=[CH:26][C:25]([F:28])=[CH:24][CH:23]=1)[CH2:19][CH2:20][OH:21]. (8) Given the product [CH:1]([O:4][C:5](=[O:29])[NH:6][C:7]1[CH:8]=[CH:9][C:10]([C:13]2[N:14]([CH:25]3[CH2:28][CH2:27][CH2:26]3)[C:15]3[C:20]([C:21]=2[C:22]#[N:23])=[CH:19][CH:18]=[C:17]([O:24][CH2:43][CH2:42][CH:40]([OH:41])[CH2:39][OH:38])[CH:16]=3)=[CH:11][CH:12]=1)([CH3:3])[CH3:2], predict the reactants needed to synthesize it. The reactants are: [CH:1]([O:4][C:5](=[O:29])[NH:6][C:7]1[CH:12]=[CH:11][C:10]([C:13]2[N:14]([CH:25]3[CH2:28][CH2:27][CH2:26]3)[C:15]3[C:20]([C:21]=2[C:22]#[N:23])=[CH:19][CH:18]=[C:17]([OH:24])[CH:16]=3)=[CH:9][CH:8]=1)([CH3:3])[CH3:2].C([O-])([O-])=O.[K+].[K+].CC1(C)[O:41][CH:40]([CH2:42][CH2:43]OS(C2C=CC([N+]([O-])=O)=CC=2)(=O)=O)[CH2:39][O:38]1.O. (9) Given the product [F:1][C:2]1[CH:7]=[CH:6][C:5]([N+:8]([O-:10])=[O:9])=[C:4]([CH2:17][CH:12]=[CH2:13])[CH:3]=1, predict the reactants needed to synthesize it. The reactants are: [F:1][C:2]1[CH:7]=[CH:6][C:5]([N+:8]([O-:10])=[O:9])=[C:4](I)[CH:3]=1.[C:12]1([Mg]Cl)[CH:17]=CC=C[CH:13]=1.C([Cu])#N.C(Br)C=C.